Regression. Given two drug SMILES strings and cell line genomic features, predict the synergy score measuring deviation from expected non-interaction effect. From a dataset of NCI-60 drug combinations with 297,098 pairs across 59 cell lines. Drug 1: C1CCC(CC1)NC(=O)N(CCCl)N=O. Drug 2: COC1=NC(=NC2=C1N=CN2C3C(C(C(O3)CO)O)O)N. Cell line: MCF7. Synergy scores: CSS=3.36, Synergy_ZIP=3.93, Synergy_Bliss=5.81, Synergy_Loewe=-4.69, Synergy_HSA=3.20.